From a dataset of Full USPTO retrosynthesis dataset with 1.9M reactions from patents (1976-2016). Predict the reactants needed to synthesize the given product. (1) Given the product [CH3:13][C@H:14]1[N:15]([C@@H:21]([C:23]2[CH:24]=[CH:25][CH:26]=[CH:27][CH:28]=2)[CH3:22])[CH2:16][CH2:17][C@:18]2([O:20][CH2:8][CH2:7]2)[CH2:19]1, predict the reactants needed to synthesize it. The reactants are: [I-].C[S+](C)(C)=O.[C:7](O[K])(C)(C)[CH3:8].[CH3:13][C@@H:14]1[CH2:19][C:18](=[O:20])[CH2:17][CH2:16][N:15]1[C@@H:21]([C:23]1[CH:28]=[CH:27][CH:26]=[CH:25][CH:24]=1)[CH3:22].O. (2) Given the product [C:41]([NH:1][C:2]1[CH:3]=[CH:4][C:5]2[N:6]([C:8]([C:29]3[CH:30]=[CH:31][CH:32]=[CH:33][CH:34]=3)=[C:9]([C:11]3[CH:12]=[CH:13][C:14]([C:17]4([NH:21][C:22](=[O:28])[O:23][C:24]([CH3:27])([CH3:26])[CH3:25])[CH2:20][CH2:19][CH2:18]4)=[CH:15][CH:16]=3)[N:10]=2)[N:7]=1)(=[O:43])[CH3:42], predict the reactants needed to synthesize it. The reactants are: [NH2:1][C:2]1[CH:3]=[CH:4][C:5]2[N:6]([C:8]([C:29]3[CH:34]=[CH:33][CH:32]=[CH:31][CH:30]=3)=[C:9]([C:11]3[CH:16]=[CH:15][C:14]([C:17]4([NH:21][C:22](=[O:28])[O:23][C:24]([CH3:27])([CH3:26])[CH3:25])[CH2:20][CH2:19][CH2:18]4)=[CH:13][CH:12]=3)[N:10]=2)[N:7]=1.N1C=CC=CC=1.[C:41](OC(=O)C)(=[O:43])[CH3:42]. (3) Given the product [N:43]1[N:47]2[CH2:48][CH2:49][CH2:50][NH:51][C:46]2=[C:45]([NH:52][C:23](=[O:25])[CH2:22][CH2:21][NH:20][C:1]([C:8]2[CH:9]=[CH:10][CH:11]=[CH:12][CH:13]=2)([C:2]2[CH:7]=[CH:6][CH:5]=[CH:4][CH:3]=2)[C:14]2[CH:19]=[CH:18][CH:17]=[CH:16][CH:15]=2)[CH:44]=1, predict the reactants needed to synthesize it. The reactants are: [C:1]([NH:20][CH2:21][CH2:22][C:23]([OH:25])=O)([C:14]1[CH:19]=[CH:18][CH:17]=[CH:16][CH:15]=1)([C:8]1[CH:13]=[CH:12][CH:11]=[CH:10][CH:9]=1)[C:2]1[CH:7]=[CH:6][CH:5]=[CH:4][CH:3]=1.C(N(CC)CC)C.ClC(OC)=O.S(O)(O)(=O)=O.[N:43]1[N:47]2[CH2:48][CH2:49][CH2:50][NH:51][C:46]2=[C:45]([NH2:52])[CH:44]=1.